Task: Predict the reactants needed to synthesize the given product.. Dataset: Full USPTO retrosynthesis dataset with 1.9M reactions from patents (1976-2016) (1) Given the product [CH3:1][O:2][C:3]1[CH:4]=[C:5]([CH:10]=[C:11]([S:13]([F:16])([F:18])([F:17])([F:14])[F:15])[CH:12]=1)[C:6]([N:21]([O:22][CH3:23])[CH3:20])=[O:7], predict the reactants needed to synthesize it. The reactants are: [CH3:1][O:2][C:3]1[CH:4]=[C:5]([CH:10]=[C:11]([S:13]([F:18])([F:17])([F:16])([F:15])[F:14])[CH:12]=1)[C:6](OC)=[O:7].Cl.[CH3:20][NH:21][O:22][CH3:23].C([Mg]Br)(C)C.[Cl-].[NH4+]. (2) Given the product [CH3:14][O:12][C:11]([C:9]1[S:10][C:6]([Br:5])=[CH:7][CH:8]=1)=[O:13], predict the reactants needed to synthesize it. The reactants are: S(Cl)(Cl)=O.[Br:5][C:6]1[S:10][C:9]([C:11]([OH:13])=[O:12])=[CH:8][CH:7]=1.[CH3:14]O. (3) Given the product [CH3:17][CH:15]([S:12]([NH:11][C:7]1[CH:8]=[CH:9][CH:10]=[C:5]([C:3]([OH:4])=[O:2])[C:6]=1[C:18]1[CH:19]=[CH:20][C:21]([C:24]2[S:25][CH:26]=[CH:27][C:28]=2[NH:29][S:30]([CH:33]([CH3:34])[CH3:35])(=[O:31])=[O:32])=[CH:22][CH:23]=1)(=[O:13])=[O:14])[CH3:16], predict the reactants needed to synthesize it. The reactants are: C[O:2][C:3]([C:5]1[C:6]([C:18]2[CH:23]=[CH:22][C:21]([C:24]3[S:25][CH:26]=[CH:27][C:28]=3[NH:29][S:30]([CH:33]([CH3:35])[CH3:34])(=[O:32])=[O:31])=[CH:20][CH:19]=2)=[C:7]([NH:11][S:12]([CH:15]([CH3:17])[CH3:16])(=[O:14])=[O:13])[CH:8]=[CH:9][CH:10]=1)=[O:4].[Li+].[OH-]. (4) Given the product [C:21]1([CH:27]([OH:28])[CH2:29][N:15]2[CH2:14][CH2:13][C:12]3[C:17](=[CH:18][C:9]([C:4]4[CH:5]=[CH:6][CH:7]=[CH:8][C:3]=4[C:2]([F:1])([F:19])[F:20])=[CH:10][CH:11]=3)[CH2:16]2)[CH:26]=[CH:25][CH:24]=[CH:23][CH:22]=1, predict the reactants needed to synthesize it. The reactants are: [F:1][C:2]([F:20])([F:19])[C:3]1[CH:8]=[CH:7][CH:6]=[CH:5][C:4]=1[C:9]1[CH:18]=[C:17]2[C:12]([CH2:13][CH2:14][NH:15][CH2:16]2)=[CH:11][CH:10]=1.[C:21]1([CH:27]2[CH2:29][O:28]2)[CH:26]=[CH:25][CH:24]=[CH:23][CH:22]=1. (5) Given the product [C:28]([C:30]1[CH:1]([C:3]2[CH:13]=[CH:12][C:6]([C:7]([O:9][CH2:10][CH3:11])=[O:8])=[CH:5][CH:4]=2)[N:26]([CH2:25][CH2:24][C:23]2[C:22]3[C:17](=[CH:18][CH:19]=[CH:20][CH:21]=3)[NH:16][C:15]=2[CH3:14])[C:33](=[O:34])[C:31]=1[OH:32])(=[O:29])[CH3:27], predict the reactants needed to synthesize it. The reactants are: [CH:1]([C:3]1[CH:13]=[CH:12][C:6]([C:7]([O:9][CH2:10][CH3:11])=[O:8])=[CH:5][CH:4]=1)=O.[CH3:14][C:15]1[NH:16][C:17]2[C:22]([C:23]=1[CH2:24][CH2:25][NH2:26])=[CH:21][CH:20]=[CH:19][CH:18]=2.[CH3:27][C:28]([CH2:30][C:31]([C:33](OC)=[O:34])=[O:32])=[O:29]. (6) The reactants are: [F:1][C:2]1[CH:10]=[C:9]2[C:5]([CH:6]=[CH:7][N:8]2[C:11]([O:13][C:14]([CH3:17])([CH3:16])[CH3:15])=[O:12])=[CH:4][CH:3]=1.C1C(=O)N([Br:25])C(=O)C1. Given the product [Br:25][C:6]1[C:5]2[C:9](=[CH:10][C:2]([F:1])=[CH:3][CH:4]=2)[N:8]([C:11]([O:13][C:14]([CH3:17])([CH3:16])[CH3:15])=[O:12])[CH:7]=1, predict the reactants needed to synthesize it. (7) Given the product [C:19]1([C:25]2[C:37]([CH2:38][C:39]3[CH:40]=[C:41]([CH:46]=[CH:47][CH:48]=3)[C:42]([O:44][CH3:45])=[O:43])=[C:28]3[CH:29]=[CH:30][CH:31]=[CH:32][N:27]3[N:26]=2)[CH:20]=[CH:21][CH:22]=[CH:23][CH:24]=1, predict the reactants needed to synthesize it. The reactants are: [F-].C([N+](CCCC)(CCCC)CCCC)CCC.[C:19]1([C:25]2[C:37]([CH2:38][C:39]3[CH:40]=[C:41]([CH:46]=[CH:47][CH:48]=3)[C:42]([O:44][CH3:45])=[O:43])=[C:28]3[CH:29]=[CH:30][CH:31]=[C:32]([Si](C)(C)C)[N:27]3[N:26]=2)[CH:24]=[CH:23][CH:22]=[CH:21][CH:20]=1.[Cl-].[NH4+].